Task: Regression/Classification. Given a drug SMILES string, predict its absorption, distribution, metabolism, or excretion properties. Task type varies by dataset: regression for continuous measurements (e.g., permeability, clearance, half-life) or binary classification for categorical outcomes (e.g., BBB penetration, CYP inhibition). Dataset: cyp2d6_veith.. Dataset: CYP2D6 inhibition data for predicting drug metabolism from PubChem BioAssay (1) The compound is O=C1CSC(c2ccccn2)N1c1ccc2ccccc2c1. The result is 0 (non-inhibitor). (2) The molecule is CC(C)=C1C(=O)C(c2ccccc2)=C2CN3C(=O)N(CCc4ccccc4)C(=O)[C@]3(Cc3ccc(C(F)(F)F)cc3)[C@H]21. The result is 0 (non-inhibitor). (3) The drug is Cn1cc(-c2nc3cnc(N4CCOCC4)nc3n(C3CC3)c2=O)c2ccccc21. The result is 0 (non-inhibitor). (4) The result is 0 (non-inhibitor). The molecule is C[C@@H]1O[C@@H](O)[C@@H](O)[C@H](O)[C@H]1O. (5) The molecule is Cc1cccc(CSc2cccc3cccnc23)c1. The result is 0 (non-inhibitor). (6) The compound is C=CCNc1nc(Cl)nc(Nc2ccc(OC)cc2)n1. The result is 0 (non-inhibitor).